From a dataset of Catalyst prediction with 721,799 reactions and 888 catalyst types from USPTO. Predict which catalyst facilitates the given reaction. (1) Reactant: [CH3:1][C:2]([CH:8]1[CH2:12][CH2:11][CH2:10][O:9]1)([CH3:7])[C:3]([O:5]C)=[O:4].O.[Li+].[OH-]. Product: [CH3:7][C:2]([CH:8]1[CH2:12][CH2:11][CH2:10][O:9]1)([CH3:1])[C:3]([OH:5])=[O:4]. The catalyst class is: 1. (2) Product: [CH3:2][C:1]1[NH:20][N:21]=[C:13]2[C:12]3[CH:11]=[C:10]([N+:15]([O-:17])=[O:16])[CH:9]=[CH:8][C:7]=3[NH:6][C:5](=[O:18])[C:4]=12. The catalyst class is: 3. Reactant: [C:1]([CH:4]1[C:13](=O)[C:12]2[C:7](=[CH:8][CH:9]=[C:10]([N+:15]([O-:17])=[O:16])[CH:11]=2)[NH:6][C:5]1=[O:18])(=O)[CH3:2].O.[NH2:20][NH2:21]. (3) Reactant: Cl[C:2]1[N:7]=[CH:6][C:5]2[C:8]([N:30]([CH2:40][C:41]3[CH:46]=[CH:45][C:44]([O:47][CH3:48])=[CH:43][CH:42]=3)[CH2:31][C:32]3[CH:37]=[CH:36][C:35]([O:38][CH3:39])=[CH:34][CH:33]=3)=[N:9][N:10]([C:11]([C:24]3[CH:29]=[CH:28][CH:27]=[CH:26][CH:25]=3)([C:18]3[CH:23]=[CH:22][CH:21]=[CH:20][CH:19]=3)[C:12]3[CH:17]=[CH:16][CH:15]=[CH:14][CH:13]=3)[C:4]=2[CH:3]=1.[C:49](=[O:56])([O:51][C:52]([CH3:55])([CH3:54])[CH3:53])[NH2:50].CC(C1C=C(C(C)C)C(C2C(P(C3CCCCC3)C3CCCCC3)=C(OC)C=CC=2OC)=C(C(C)C)C=1)C.C([O-])([O-])=O.[Cs+].[Cs+]. Product: [CH3:48][O:47][C:44]1[CH:45]=[CH:46][C:41]([CH2:40][N:30]([CH2:31][C:32]2[CH:33]=[CH:34][C:35]([O:38][CH3:39])=[CH:36][CH:37]=2)[C:8]2[C:5]3[CH:6]=[N:7][C:2]([NH:50][C:49](=[O:56])[O:51][C:52]([CH3:55])([CH3:54])[CH3:53])=[CH:3][C:4]=3[N:10]([C:11]([C:12]3[CH:17]=[CH:16][CH:15]=[CH:14][CH:13]=3)([C:18]3[CH:23]=[CH:22][CH:21]=[CH:20][CH:19]=3)[C:24]3[CH:29]=[CH:28][CH:27]=[CH:26][CH:25]=3)[N:9]=2)=[CH:42][CH:43]=1. The catalyst class is: 12. (4) Reactant: [Br:1][C:2]1[C:10]2[O:9][CH:8]([CH3:11])[CH2:7][C:6]=2[C:5]([Cl:12])=[C:4]([C:13]([C:15]2[CH:20]=[CH:19][C:18]([O:21][CH2:22][CH3:23])=[CH:17][CH:16]=2)=O)[CH:3]=1.C([SiH](CC)CC)C.B(F)(F)F.CCOCC.C([O-])([O-])=O.[K+].[K+]. Product: [Br:1][C:2]1[C:10]2[O:9][CH:8]([CH3:11])[CH2:7][C:6]=2[C:5]([Cl:12])=[C:4]([CH2:13][C:15]2[CH:16]=[CH:17][C:18]([O:21][CH2:22][CH3:23])=[CH:19][CH:20]=2)[CH:3]=1. The catalyst class is: 759. (5) Reactant: [C:1]([O:4][CH2:5][CH2:6][C:7]1[C:12]([N+:13]([O-])=O)=[CH:11][C:10]2[O:16][CH2:17][O:18][C:9]=2[CH:8]=1)(=[O:3])[CH3:2]. Product: [C:1]([O:4][CH2:5][CH2:6][C:7]1[C:12]([NH2:13])=[CH:11][C:10]2[O:16][CH2:17][O:18][C:9]=2[CH:8]=1)(=[O:3])[CH3:2]. The catalyst class is: 78. (6) Reactant: [Cl:1][C:2]1[CH:10]=[CH:9][C:5]([C:6](O)=O)=[CH:4][CH:3]=1.[NH2:11][C:12]1[CH:18]=[CH:17][C:16]([N+:19]([O-:21])=[O:20])=[CH:15][C:13]=1[NH2:14]. Product: [Cl:1][C:2]1[CH:10]=[CH:9][C:5]([C:6]2[NH:14][C:13]3[CH:15]=[C:16]([N+:19]([O-:21])=[O:20])[CH:17]=[CH:18][C:12]=3[N:11]=2)=[CH:4][CH:3]=1. The catalyst class is: 133. (7) Reactant: [CH3:1][S:2][C:3]1[CH:8]=[CH:7][C:6]([C:9]2[N:14]=[CH:13][C:12]([OH:15])=[CH:11][CH:10]=2)=[CH:5][CH:4]=1.CS(O[CH2:21][CH:22]1[CH2:27][CH2:26][N:25]([C:28]2[O:32][N:31]=[C:30]([CH:33]([CH3:35])[CH3:34])[N:29]=2)[CH2:24][CH2:23]1)(=O)=O.C([O-])([O-])=O.[K+].[K+].CN(C=O)C. Product: [CH3:35][CH:33]([C:30]1[N:29]=[C:28]([N:25]2[CH2:24][CH2:23][CH:22]([CH2:21][O:15][C:12]3[CH:11]=[CH:10][C:9]([C:6]4[CH:5]=[CH:4][C:3]([S:2][CH3:1])=[CH:8][CH:7]=4)=[N:14][CH:13]=3)[CH2:27][CH2:26]2)[O:32][N:31]=1)[CH3:34]. The catalyst class is: 6.